Regression/Classification. Given a drug SMILES string, predict its absorption, distribution, metabolism, or excretion properties. Task type varies by dataset: regression for continuous measurements (e.g., permeability, clearance, half-life) or binary classification for categorical outcomes (e.g., BBB penetration, CYP inhibition). For this dataset (clearance_microsome_az), we predict log10(clearance) (log10 of the in vitro intrinsic clearance, CLint, in uL/min per mg of human liver microsomal protein, equivalently mL/min/g; values are censored to the assay range of 3 to 150, which is 0.477 to 2.18 on this log10 scale). From a dataset of Microsomal clearance measurements from AstraZeneca. (1) The drug is C[C@H](Nc1nc(Nc2cc(C3CC3)[nH]n2)cnc1C#N)c1ccc(F)cn1. The log10(clearance) is 1.24. (2) The drug is Cc1ccc(C(=O)Nc2ccon2)cc1NC(=O)c1cnn(-c2ccccc2F)c1N. The log10(clearance) is 0.480. (3) The drug is CC(C)N1CCN(Cc2cnc(-c3cc(-c4cccc5[nH]ccc45)cc4[nH]ncc34)o2)CC1. The log10(clearance) is 1.55. (4) The compound is O=C(NC[C@@H](O)CN1CCC(Oc2ccc(Cl)c(Cl)c2)CC1)c1c[nH]c(=O)c2cc(F)ccc12. The log10(clearance) is 0.950. (5) The compound is Cc1ccc(S(=O)(=O)Nc2c(C(=O)N[C@@H](C)C(C)(C)C)c(C)nn2CC(F)(F)F)cc1. The log10(clearance) is 1.23.